From a dataset of Experimentally validated miRNA-target interactions with 360,000+ pairs, plus equal number of negative samples. Binary Classification. Given a miRNA mature sequence and a target amino acid sequence, predict their likelihood of interaction. (1) The miRNA is mmu-miR-324-3p with sequence CCACUGCCCCAGGUGCUGCU. The protein sequence of the target gene is MQLQGLVFVFTIGILLSRVPTGTVSAVDPEVNMNVTEIIMRWGYPGEEHSVLTGDGYILSIHRIPRGRKNHFGKGPRPVVYLQHGLLADSSNWVTNIDNSSLGFLLADAGFDVWMGNSRGNTWSLKHKTLSVSQDEFWAFSFDEMAKYDLPASINYILNKTGQEQIYYVGHSQGCTIGFIAFSQMPELAKKIKMFLVLAPVLSLNFASGPLLQLGRLPDPLLKDMFGQKQFLPQSAMLKWLSIHVCTHVIMKELCANVFFLLCGFNEKNLNMSRVDVYTTHCPAGTSVQNMLHWGQVFKY.... Result: 1 (interaction). (2) The miRNA is hsa-miR-149-5p with sequence UCUGGCUCCGUGUCUUCACUCCC. The protein sequence of the target gene is MTTYRAIPSDGVDLAASCGARVGDVLPGPHTGDYAPLGFWAQNGSMSQPLGESPATATATATATTRPSPTTPAMPKMGVRARVADWPPKREALREHSNPSPSQDTDGTKATKMAHSMRSIQNGQPPTSTPASSGSKAFHRLSRRRSKDVEFQDGWPRSPGRAFLPLRHRSSSEITLSECDAEDAGEPRGARHTGALPLFREYGSTSSIDVQGMPEQSFFDILNEFRSEQPDARGCQALTELLRADPGPHLMGGGGGAKGDSHNGQPAKDSLLPLQPTKEKEKARKKPARGLGGGDTVDSS.... Result: 1 (interaction). (3) The miRNA is hsa-miR-4522 with sequence UGACUCUGCCUGUAGGCCGGU. The protein sequence of the target gene is MPHIDNDVKLDFKDVLLRPKRSTLKSRSEVDLTRSFSFRNSKQTYSGVPIIAANMDTVGTFEMAKVLCKFSLFTAVHKHYSLVQWQEFAGQNPDCLEHLAASSGTGSSDFEQLEQILEAIPQVKYICLDVANGYSEHFVEFVKDVRKRFPQHTIMAGNVVTGEMVEELILSGADIIKVGIGPGSVCTTRKKTGVGYPQLSAVMECADAAHGLKGHIISDGGCSCPGDVAKAFGAGADFVMLGGMLAGHSESGGELIERDGKKYKLFYGMSSEMAMKKYAGGVAEYRASEGKTVEVPFKGD.... Result: 0 (no interaction). (4) The miRNA is hsa-miR-1231 with sequence GUGUCUGGGCGGACAGCUGC. The protein sequence of the target gene is MEEKYGGDVLAGPGGGGGLGPVDVPSARLTKYIVLLCFTKFLKAVGLFESYDLLKAVHIVQFIFILKLGTAFFMVLFQKPFSSGKTITKHQWIKIFKHAVAGCIISLLWFFGLTLCGPLRTLLLFEHSDIVVISLLSVLFTSSGGGPAKTRGAAFFIIAVICLLLFDNDDLMAKMAEHPEGHHDSALTHMLYTAIAFLGVADHKGGVLLLVLALCCKVGFHTASRKLSVDVGGAKRLQALSHLVSVLLLCPWVIVLSVTTESKVESWFSLIMPFATVIFFVMILDFYVDSICSVKMEVSK.... Result: 0 (no interaction).